This data is from Forward reaction prediction with 1.9M reactions from USPTO patents (1976-2016). The task is: Predict the product of the given reaction. (1) Given the reactants Br[C:2]1[C:3]([CH3:15])=[C:4]([C:8]2[O:9][CH2:10][C:11]([CH3:14])([CH3:13])[N:12]=2)[CH:5]=[CH:6][CH:7]=1.[CH2:16]([Mg]Br)[CH3:17], predict the reaction product. The product is: [CH2:16]([C:2]1[C:3]([CH3:15])=[C:4]([C:8]2[O:9][CH2:10][C:11]([CH3:14])([CH3:13])[N:12]=2)[CH:5]=[CH:6][CH:7]=1)[CH3:17]. (2) The product is: [NH2:22][C@@H:12]1[CH2:11][CH2:10][C@@H:9]([C:3]2[CH:4]=[CH:5][CH:6]=[C:7]([F:8])[C:2]=2[F:1])[CH2:15][N:14]([CH2:16][C:17]([F:20])([F:18])[F:19])[C:13]1=[O:21]. Given the reactants [F:1][C:2]1[C:7]([F:8])=[CH:6][CH:5]=[CH:4][C:3]=1[C@H:9]1[CH2:15][N:14]([CH2:16][C:17]([F:20])([F:19])[F:18])[C:13](=[O:21])[C@H:12]([NH:22]C(=O)OC(C)(C)C)[CH2:11][CH2:10]1.C(C(O)=O)(F)(F)F, predict the reaction product. (3) Given the reactants [CH:1]1([C:4]2[CH:8]=[C:7]([CH:9]3[CH2:11][CH2:10]3)[N:6]([C:12]3[CH:17]=[CH:16][C:15]([NH:18][C:19](=[O:27])[CH2:20][C:21]4[CH:26]=[CH:25][CH:24]=[CH:23][N:22]=4)=[CH:14][CH:13]=3)[N:5]=2)[CH2:3][CH2:2]1.N1C=CC=CC=1CC(O)=O.[ClH:38], predict the reaction product. The product is: [ClH:38].[CH:1]1([C:4]2[CH:8]=[C:7]([CH:9]3[CH2:10][CH2:11]3)[N:6]([C:12]3[CH:17]=[CH:16][C:15]([NH:18][C:19](=[O:27])[CH2:20][C:21]4[CH:26]=[CH:25][CH:24]=[CH:23][N:22]=4)=[CH:14][CH:13]=3)[N:5]=2)[CH2:3][CH2:2]1. (4) Given the reactants [CH3:1][CH:2]([CH3:12])[C:3]([C:5]1[CH:6]=[CH:7][C:8](Br)=[N:9][CH:10]=1)=[O:4].[CH3:13][N:14](C=O)C, predict the reaction product. The product is: [CH3:1][CH:2]([CH3:12])[C:3]([C:5]1[CH:6]=[CH:7][C:8]([C:13]#[N:14])=[N:9][CH:10]=1)=[O:4]. (5) The product is: [Br:1][C:2]1[CH:3]=[CH:4][C:5]2[O:12][CH2:13][CH2:14][NH:15][C:16](=[O:18])[C:6]=2[CH:11]=1. Given the reactants [Br:1][C:2]1[CH:3]=[CH:4][C:5]([O:12][CH2:13][CH2:14][NH:15][C:16]([O:18]C(C)(C)C)=O)=[C:6]([CH:11]=1)C(OC)=O.C(O)(C(F)(F)F)=O.C(N(CC)CC)C, predict the reaction product.